Predict the product of the given reaction. From a dataset of Forward reaction prediction with 1.9M reactions from USPTO patents (1976-2016). (1) Given the reactants [F:1][C:2]1[CH:7]=[CH:6][C:5]([N:8]2[C:11](=[O:12])[C@H:10]([S:13][CH2:14][C:15]([C:17]3[CH:22]=[CH:21][C:20]([F:23])=[CH:19][CH:18]=3)=[O:16])[C@H:9]2[C:24]2[CH:41]=[CH:40][C:27]([O:28][CH2:29][C:30]([NH:32][C@@H:33]([C:37]([OH:39])=O)[CH:34]([CH3:36])[CH3:35])=[O:31])=[CH:26][CH:25]=2)=[CH:4][CH:3]=1.Cl.C(OC([NH:50][CH2:51][CH2:52][CH2:53][CH2:54][C@H:55]([C:57]([O:59]C(C)(C)C)=[O:58])[NH2:56])=O)(C)(C)C.CN1CCOCC1.CN(C(ON1N=NC2C=CC=CC1=2)=[N+](C)C)C.[B-](F)(F)(F)F.Cl.C(OC(NCCCC[C@H](C(O)=O)N)=O)(C)(C)C.OS([O-])(=O)=O.[K+].[BH4-].[Na+], predict the reaction product. The product is: [F:1][C:2]1[CH:3]=[CH:4][C:5]([N:8]2[C:11](=[O:12])[C@H:10]([S:13][CH2:14][CH:15]([C:17]3[CH:22]=[CH:21][C:20]([F:23])=[CH:19][CH:18]=3)[OH:16])[C@H:9]2[C:24]2[CH:25]=[CH:26][C:27]([O:28][CH2:29][C:30]([NH:32][C@@H:33]([C:37]([NH:56][C@@H:55]([C:57]([OH:59])=[O:58])[CH2:54][CH2:53][CH2:52][CH2:51][NH2:50])=[O:39])[CH:34]([CH3:36])[CH3:35])=[O:31])=[CH:40][CH:41]=2)=[CH:6][CH:7]=1. (2) Given the reactants [CH3:1][C:2]1[N:19](S(C2C=CC=CC=2)(=O)=O)[C:5]2=[N:6][CH:7]=[CH:8][C:9](B3OC(C)(C)C(C)(C)O3)=[C:4]2[CH:3]=1.[O-]P([O-])([O-])=O.[K+].[K+].[K+].Br[C:38]1[S:42][C:41]([S:43]([NH:46][CH2:47][CH2:48][OH:49])(=[O:45])=[O:44])=[CH:40][CH:39]=1.[OH-].[Na+], predict the reaction product. The product is: [OH:49][CH2:48][CH2:47][NH:46][S:43]([C:41]1[S:42][C:38]([C:9]2[CH:8]=[CH:7][N:6]=[C:5]3[NH:19][C:2]([CH3:1])=[CH:3][C:4]=23)=[CH:39][CH:40]=1)(=[O:45])=[O:44]. (3) Given the reactants [O:1]1[C@H:5]2[O:6][CH2:7][CH2:8][C@H:4]2[C@@H:3]([OH:9])[CH2:2]1.O1[C@H]2OCC[C@H]2[C@H](O)C1.P([O-])([O-])(O)=O.[K+].[K+].Cl[O-].[Na+], predict the reaction product. The product is: [O:1]1[C@H:5]2[O:6][CH2:7][CH2:8][C@H:4]2[C:3](=[O:9])[CH2:2]1. (4) Given the reactants [C:1]([C:5]1[CH:6]=[C:7]([CH:12]=[C:13]([C:15]#[N:16])[CH:14]=1)[C:8]([O:10]C)=[O:9])([CH3:4])([CH3:3])[CH3:2].[OH-].[Na+].Cl, predict the reaction product. The product is: [C:1]([C:5]1[CH:6]=[C:7]([CH:12]=[C:13]([C:15]#[N:16])[CH:14]=1)[C:8]([OH:10])=[O:9])([CH3:4])([CH3:2])[CH3:3]. (5) Given the reactants C([Li])CCC.[NH:6]1[C:15]2[C:10](=[CH:11][CH:12]=[CH:13][CH:14]=2)[C:8]([CH3:9])=[CH:7]1.C(=O)=O.C([Li])(C)(C)C.[CH3:24][N:25]([CH3:40])[C:26]1([C:33]2[CH:38]=[CH:37][CH:36]=[C:35]([F:39])[CH:34]=2)[CH2:31][CH2:30][C:29](=[O:32])[CH2:28][CH2:27]1.[Cl-].[NH4+].Cl.C(=O)([O-])O.[Na+].[OH-].[Na+], predict the reaction product. The product is: [CH3:24][N:25]([CH3:40])[C:26]1([C:33]2[CH:38]=[CH:37][CH:36]=[C:35]([F:39])[CH:34]=2)[CH2:27][CH2:28][C:29]([C:7]2[NH:6][C:15]3[C:10]([C:8]=2[CH3:9])=[CH:11][CH:12]=[CH:13][CH:14]=3)([OH:32])[CH2:30][CH2:31]1. (6) Given the reactants [C:1]([N:5]1[C:9]2=[N:10][CH:11]=[N:12][C:13]([NH2:14])=[C:8]2[C:7]([C:15]2[CH:20]=[CH:19][C:18]([F:21])=[CH:17][CH:16]=2)=[N:6]1)([CH3:4])([CH3:3])[CH3:2].[C:22](Cl)(=[O:29])[C:23]1[CH:28]=[CH:27][CH:26]=[CH:25][CH:24]=1.O, predict the reaction product. The product is: [C:1]([N:5]1[C:9]2=[N:10][CH:11]=[N:12][C:13]([NH:14][C:22](=[O:29])[C:23]3[CH:28]=[CH:27][CH:26]=[CH:25][CH:24]=3)=[C:8]2[C:7]([C:15]2[CH:16]=[CH:17][C:18]([F:21])=[CH:19][CH:20]=2)=[N:6]1)([CH3:4])([CH3:2])[CH3:3]. (7) Given the reactants Cl[C:2]1[N:7]=[C:6]([NH:8][C:9]2[C:10]3[CH2:16][N:15]([C:17]([C:19]4([F:26])[CH2:24][CH2:23][N:22]([CH3:25])[CH2:21][CH2:20]4)=[O:18])[C:14]([CH3:28])([CH3:27])[C:11]=3[NH:12][N:13]=2)[C:5]([F:29])=[CH:4][N:3]=1.[CH3:30][C:31]1(C)C(C)(C)OB(C=C)O1.C([O-])([O-])=O.[Na+].[Na+].COCCOC, predict the reaction product. The product is: [F:26][C:19]1([C:17]([N:15]2[CH2:16][C:10]3[C:9]([NH:8][C:6]4[C:5]([F:29])=[CH:4][N:3]=[C:2]([CH:30]=[CH2:31])[N:7]=4)=[N:13][NH:12][C:11]=3[C:14]2([CH3:28])[CH3:27])=[O:18])[CH2:24][CH2:23][N:22]([CH3:25])[CH2:21][CH2:20]1. (8) The product is: [C:12]([N:16]1[C:20](=[O:21])[C:19]([NH:11][CH2:10][CH2:9][CH2:8][O:7][C:2]2[CH:3]=[CH:4][CH:5]=[CH:6][N:1]=2)=[C:18]([C:23]2[CH:28]=[CH:27][CH:26]=[CH:25][CH:24]=2)[S:17]1(=[O:29])=[O:30])([CH3:15])([CH3:13])[CH3:14]. Given the reactants [N:1]1[CH:6]=[CH:5][CH:4]=[CH:3][C:2]=1[O:7][CH2:8][CH2:9][CH2:10][NH2:11].[C:12]([N:16]1[C:20](=[O:21])[C:19](Cl)=[C:18]([C:23]2[CH:28]=[CH:27][CH:26]=[CH:25][CH:24]=2)[S:17]1(=[O:30])=[O:29])([CH3:15])([CH3:14])[CH3:13], predict the reaction product. (9) Given the reactants Cl[C:2]1[C:7]([F:8])=[CH:6][C:5]([Cl:9])=[CH:4][N:3]=1.C([O-])([O-])=O.[Na+].[Na+].[OH:16][C:17]1[CH:22]=[CH:21][C:20](B(O)O)=[CH:19][CH:18]=1, predict the reaction product. The product is: [Cl:9][C:5]1[CH:6]=[C:7]([F:8])[C:2]([C:20]2[CH:21]=[CH:22][C:17]([OH:16])=[CH:18][CH:19]=2)=[N:3][CH:4]=1.